This data is from Full USPTO retrosynthesis dataset with 1.9M reactions from patents (1976-2016). The task is: Predict the reactants needed to synthesize the given product. (1) Given the product [CH3:21][S:22]([C:25]1[CH:26]=[C:27]2[C:31](=[CH:32][CH:33]=1)[N:30]([C:34]1[N:35]=[CH:36][N:37]=[C:38]([O:40][CH:41]3[CH2:46][CH2:45][N:44]([C:11]([O:13][CH2:14][CH2:15][CH2:16][CH3:17])=[O:12])[CH2:43][CH2:42]3)[CH:39]=1)[CH2:29][CH2:28]2)(=[O:24])=[O:23], predict the reactants needed to synthesize it. The reactants are: C(N(C(C)C)CC)(C)C.Cl[C:11]([O:13][CH2:14][CH2:15][CH2:16][CH3:17])=[O:12].ClCCl.[CH3:21][S:22]([C:25]1[CH:26]=[C:27]2[C:31](=[CH:32][CH:33]=1)[N:30]([C:34]1[CH:39]=[C:38]([O:40][CH:41]3[CH2:46][CH2:45][NH:44][CH2:43][CH2:42]3)[N:37]=[CH:36][N:35]=1)[CH2:29][CH2:28]2)(=[O:24])=[O:23]. (2) Given the product [Br:1][C@H:14]([CH2:18][C:19]1[CH:24]=[CH:23][CH:22]=[CH:21][CH:20]=1)[C:15]([OH:17])=[O:16], predict the reactants needed to synthesize it. The reactants are: [Br-:1].[Li+].ClC1C=CC(S(O[C@@H:14]([CH2:18][C:19]2[CH:24]=[CH:23][CH:22]=[CH:21][CH:20]=2)[C:15]([OH:17])=[O:16])(=O)=O)=CC=1.C1(C)C=CC=CC=1.